Dataset: Reaction yield outcomes from USPTO patents with 853,638 reactions. Task: Predict the reaction yield, written as a fraction of the theoretical maximum amount of product (1.0 means a 100% yield; for example, 0.34 means a 34% yield). (1) The reactants are [NH:1]1[C:9]2[C:4](=[CH:5][C:6]([C:10](OC)=[O:11])=[CH:7][CH:8]=2)[CH:3]=[N:2]1.[H-].[Al+3].[Li+].[H-].[H-].[H-].O. The catalyst is O1CCCC1. The product is [NH:1]1[C:9]2[C:4](=[CH:5][C:6]([CH2:10][OH:11])=[CH:7][CH:8]=2)[CH:3]=[N:2]1. The yield is 0.380. (2) The reactants are [Cl:1][C:2]1[N:3]=[C:4]([N:11]2[CH2:16][CH2:15][O:14][CH2:13][CH2:12]2)[C:5]2[N:10]=[CH:9][S:8][C:6]=2[N:7]=1.[Li+].C[Si]([N-][Si](C)(C)C)(C)C.CN([CH:30]=[O:31])C.Cl. The catalyst is C1COCC1. The product is [Cl:1][C:2]1[N:3]=[C:4]([N:11]2[CH2:12][CH2:13][O:14][CH2:15][CH2:16]2)[C:5]2[N:10]=[C:9]([CH:30]=[O:31])[S:8][C:6]=2[N:7]=1. The yield is 0.877. (3) The reactants are [NH2:1][C@@H:2]([CH2:7][C:8]1[CH:13]=[CH:12][N:11]=[C:10]([O:14][CH3:15])[CH:9]=1)[C:3]([O:5][CH3:6])=[O:4].[O:16]1[CH2:21][CH2:20][N:19]([CH2:22][C:23]([NH:25][C@@H:26]([CH3:30])[C:27](O)=[O:28])=[O:24])[CH2:18][CH2:17]1.CN(C(ON1N=NC2C=CC=NC1=2)=[N+](C)C)C.F[P-](F)(F)(F)(F)F.CCN(C(C)C)C(C)C. The catalyst is CN(C=O)C.O.CCOC(C)=O. The product is [CH3:15][O:14][C:10]1[CH:9]=[C:8]([CH2:7][C@H:2]([NH:1][C:27](=[O:28])[C@@H:26]([NH:25][C:23](=[O:24])[CH2:22][N:19]2[CH2:20][CH2:21][O:16][CH2:17][CH2:18]2)[CH3:30])[C:3]([O:5][CH3:6])=[O:4])[CH:13]=[CH:12][N:11]=1. The yield is 0.480. (4) The catalyst is CC#N. The product is [Si:35]([O:34][CH2:33][CH:8]([C:9]1[N:14]2[C:15]([F:32])=[CH:16][C:17]([C:19]3[CH:24]=[CH:23][N:22]=[C:21]([NH:25][C:26]4[N:30]([CH3:31])[N:29]=[CH:28][CH:27]=4)[N:20]=3)=[CH:18][C:13]2=[N:12][N:11]=1)[CH2:1][C:2]1[CH:7]=[CH:6][CH:5]=[CH:4][CH:3]=1)([C:38]([CH3:41])([CH3:40])[CH3:39])([CH3:37])[CH3:36]. The yield is 0.900. The reactants are [CH2:1]([CH:8]([CH2:33][O:34][Si:35]([C:38]([CH3:41])([CH3:40])[CH3:39])([CH3:37])[CH3:36])[C:9]([NH:11][N:12]=[C:13]1[CH:18]=[C:17]([C:19]2[CH:24]=[CH:23][N:22]=[C:21]([NH:25][C:26]3[N:30]([CH3:31])[N:29]=[CH:28][CH:27]=3)[N:20]=2)[CH:16]=[C:15]([F:32])[NH:14]1)=O)[C:2]1[CH:7]=[CH:6][CH:5]=[CH:4][CH:3]=1.CCN(C(C)C)C(C)C.O.